Dataset: Catalyst prediction with 721,799 reactions and 888 catalyst types from USPTO. Task: Predict which catalyst facilitates the given reaction. The catalyst class is: 5. Product: [CH2:1]([N:7]1[CH2:12][CH:11]2[CH:9]([C:10]2([C:13]2[CH:18]=[CH:17][CH:16]=[C:15]([C:19]3[NH:23][CH:22]=[N:21][CH:20]=3)[CH:14]=2)[CH3:43])[C:8]1=[O:44])[CH2:2][CH2:3][CH2:4][CH2:5][CH3:6]. Reactant: [CH2:1]([N:7]1[CH2:12][CH:11]2[CH:9]([C:10]2([CH3:43])[C:13]2[CH:18]=[CH:17][CH:16]=[C:15]([C:19]3[N:23](C(C4C=CC=CC=4)(C4C=CC=CC=4)C4C=CC=CC=4)[CH:22]=[N:21][CH:20]=3)[CH:14]=2)[C:8]1=[O:44])[CH2:2][CH2:3][CH2:4][CH2:5][CH3:6].Cl.C(=O)([O-])O.[Na+].ClCCl.